Dataset: NCI-60 drug combinations with 297,098 pairs across 59 cell lines. Task: Regression. Given two drug SMILES strings and cell line genomic features, predict the synergy score measuring deviation from expected non-interaction effect. (1) Drug 1: CS(=O)(=O)CCNCC1=CC=C(O1)C2=CC3=C(C=C2)N=CN=C3NC4=CC(=C(C=C4)OCC5=CC(=CC=C5)F)Cl. Drug 2: CC1C(C(CC(O1)OC2CC(CC3=C2C(=C4C(=C3O)C(=O)C5=CC=CC=C5C4=O)O)(C(=O)C)O)N)O. Cell line: HOP-62. Synergy scores: CSS=43.9, Synergy_ZIP=-0.314, Synergy_Bliss=-1.06, Synergy_Loewe=-3.92, Synergy_HSA=-0.192. (2) Drug 1: C1=CC(=CC=C1CC(C(=O)O)N)N(CCCl)CCCl.Cl. Drug 2: CC12CCC3C(C1CCC2OP(=O)(O)O)CCC4=C3C=CC(=C4)OC(=O)N(CCCl)CCCl.[Na+]. Cell line: OVCAR-8. Synergy scores: CSS=9.55, Synergy_ZIP=-4.84, Synergy_Bliss=-4.92, Synergy_Loewe=-17.0, Synergy_HSA=-7.09. (3) Drug 1: COC1=C(C=C2C(=C1)N=CN=C2NC3=CC(=C(C=C3)F)Cl)OCCCN4CCOCC4. Drug 2: CC12CCC3C(C1CCC2=O)CC(=C)C4=CC(=O)C=CC34C. Cell line: OVCAR-5. Synergy scores: CSS=48.0, Synergy_ZIP=-4.28, Synergy_Bliss=-3.09, Synergy_Loewe=-10.2, Synergy_HSA=1.16. (4) Cell line: OVCAR-8. Drug 1: C1=CC=C(C(=C1)C(C2=CC=C(C=C2)Cl)C(Cl)Cl)Cl. Synergy scores: CSS=46.1, Synergy_ZIP=-4.56, Synergy_Bliss=-4.61, Synergy_Loewe=-1.42, Synergy_HSA=-0.0906. Drug 2: CC1C(C(CC(O1)OC2CC(CC3=C2C(=C4C(=C3O)C(=O)C5=CC=CC=C5C4=O)O)(C(=O)C)O)N)O. (5) Drug 1: COC1=C(C=C2C(=C1)N=CN=C2NC3=CC(=C(C=C3)F)Cl)OCCCN4CCOCC4. Drug 2: CCC1=C2CN3C(=CC4=C(C3=O)COC(=O)C4(CC)O)C2=NC5=C1C=C(C=C5)O. Cell line: NCIH23. Synergy scores: CSS=45.2, Synergy_ZIP=10.8, Synergy_Bliss=11.6, Synergy_Loewe=11.6, Synergy_HSA=14.0. (6) Drug 1: C1=NC2=C(N=C(N=C2N1C3C(C(C(O3)CO)O)O)F)N. Drug 2: CCCCCOC(=O)NC1=NC(=O)N(C=C1F)C2C(C(C(O2)C)O)O. Cell line: HL-60(TB). Synergy scores: CSS=35.8, Synergy_ZIP=2.59, Synergy_Bliss=-1.62, Synergy_Loewe=-15.4, Synergy_HSA=-7.71. (7) Drug 1: C1=NC2=C(N1)C(=S)N=C(N2)N. Drug 2: C1CCC(C(C1)N)N.C(=O)(C(=O)[O-])[O-].[Pt+4]. Cell line: NCI-H322M. Synergy scores: CSS=38.6, Synergy_ZIP=4.65, Synergy_Bliss=6.67, Synergy_Loewe=8.53, Synergy_HSA=9.25. (8) Drug 1: C1C(C(OC1N2C=NC3=C2NC=NCC3O)CO)O. Drug 2: C1C(C(OC1N2C=NC(=NC2=O)N)CO)O. Cell line: BT-549. Synergy scores: CSS=15.8, Synergy_ZIP=-5.88, Synergy_Bliss=-3.29, Synergy_Loewe=-2.54, Synergy_HSA=-0.359. (9) Drug 1: C1C(C(OC1N2C=C(C(=O)NC2=O)F)CO)O. Drug 2: C1CC(=O)NC(=O)C1N2C(=O)C3=CC=CC=C3C2=O. Cell line: UACC-257. Synergy scores: CSS=4.58, Synergy_ZIP=-1.19, Synergy_Bliss=0.505, Synergy_Loewe=-78.8, Synergy_HSA=-0.636. (10) Drug 1: C1=CC(=CC=C1CC(C(=O)O)N)N(CCCl)CCCl.Cl. Drug 2: CC1=C(C(=CC=C1)Cl)NC(=O)C2=CN=C(S2)NC3=CC(=NC(=N3)C)N4CCN(CC4)CCO. Cell line: SF-268. Synergy scores: CSS=11.8, Synergy_ZIP=-3.79, Synergy_Bliss=3.33, Synergy_Loewe=-2.62, Synergy_HSA=-0.886.